This data is from Full USPTO retrosynthesis dataset with 1.9M reactions from patents (1976-2016). The task is: Predict the reactants needed to synthesize the given product. (1) Given the product [Cl:1][C:2]1[CH:7]=[C:6]([Cl:8])[CH:5]=[CH:4][C:3]=1[C:9]1[C:14]([CH:15]=[O:16])=[CH:13][N:12]=[C:11]([NH:17][CH2:18][CH2:19][NH:20][C:21]([O:23][C:24]([CH3:27])([CH3:26])[CH3:25])=[O:22])[N:10]=1, predict the reactants needed to synthesize it. The reactants are: [Cl:1][C:2]1[CH:7]=[C:6]([Cl:8])[CH:5]=[CH:4][C:3]=1[C:9]1[C:14]([CH2:15][OH:16])=[CH:13][N:12]=[C:11]([NH:17][CH2:18][CH2:19][NH:20][C:21]([O:23][C:24]([CH3:27])([CH3:26])[CH3:25])=[O:22])[N:10]=1.C(Cl)(=O)C(Cl)=O.CS(C)=O.C(N(CC)CC)C. (2) Given the product [CH2:14]([O:13][C:11]1[CH:12]=[C:7]([CH:8]=[C:9]([F:21])[CH:10]=1)[CH:24]=[O:25])[C:15]1[CH:20]=[CH:19][CH:18]=[CH:17][CH:16]=1, predict the reactants needed to synthesize it. The reactants are: C([Li])CCC.Br[C:7]1[CH:12]=[C:11]([O:13][CH2:14][C:15]2[CH:20]=[CH:19][CH:18]=[CH:17][CH:16]=2)[CH:10]=[C:9]([F:21])[CH:8]=1.CN(C)[CH:24]=[O:25]. (3) Given the product [CH3:26][C:21]1[C:20]([CH2:19][O:1][C:2]2[CH:3]=[CH:4][C:5]([C:8]([O:10][CH3:11])=[O:9])=[N:6][CH:7]=2)=[C:24]([CH3:25])[O:23][N:22]=1, predict the reactants needed to synthesize it. The reactants are: [OH:1][C:2]1[CH:3]=[CH:4][C:5]([C:8]([O:10][CH3:11])=[O:9])=[N:6][CH:7]=1.C(=O)([O-])[O-].[K+].[K+].Cl[CH2:19][C:20]1[C:21]([CH3:26])=[N:22][O:23][C:24]=1[CH3:25]. (4) Given the product [CH3:42][S:43]([OH:46])(=[O:45])=[O:44].[CH3:1][N:2]1[CH2:7][CH2:6][N:5]([CH2:8][C:9]2[CH:37]=[CH:36][C:12]([C:13]([NH:15][C:16]3[CH:21]=[CH:20][C:19]([CH3:22])=[C:18]([NH:23][C:24]4[CH:29]=[C:28]([C:30]5[CH:31]=[N:32][CH:33]=[CH:34][CH:35]=5)[CH:27]=[CH:26][N:25]=4)[CH:17]=3)=[O:14])=[CH:11][C:10]=2[C:38]([F:41])([F:40])[F:39])[CH2:4][CH2:3]1, predict the reactants needed to synthesize it. The reactants are: [CH3:1][N:2]1[CH2:7][CH2:6][N:5]([CH2:8][C:9]2[CH:37]=[CH:36][C:12]([C:13]([NH:15][C:16]3[CH:21]=[CH:20][C:19]([CH3:22])=[C:18]([NH:23][C:24]4[CH:29]=[C:28]([C:30]5[CH:31]=[N:32][CH:33]=[CH:34][CH:35]=5)[CH:27]=[CH:26][N:25]=4)[CH:17]=3)=[O:14])=[CH:11][C:10]=2[C:38]([F:41])([F:40])[F:39])[CH2:4][CH2:3]1.[CH3:42][S:43]([OH:46])(=[O:45])=[O:44].